Task: Predict the reactants needed to synthesize the given product.. Dataset: Full USPTO retrosynthesis dataset with 1.9M reactions from patents (1976-2016) (1) The reactants are: [F:1][C:2]1[CH:7]=[CH:6][C:5]([C@H:8]2[CH2:13][C@H:12]([OH:14])[CH2:11][CH2:10][N:9]2C(OC(C)(C)C)=O)=[CH:4][CH:3]=1.FC(F)(F)C(O)=O.ClCCl.FC(F)(F)C(O)=O. Given the product [F:1][C:2]1[CH:7]=[CH:6][C:5]([C@H:8]2[CH2:13][C@H:12]([OH:14])[CH2:11][CH2:10][NH:9]2)=[CH:4][CH:3]=1, predict the reactants needed to synthesize it. (2) Given the product [CH3:33][C:30]1([CH3:34])[O:29][C@H:28]([CH2:27][N:12]2[CH:13]=[C:9]([B:4]3[O:5][C:6]([CH3:7])([CH3:8])[C:2]([CH3:14])([CH3:1])[O:3]3)[CH:10]=[N:11]2)[CH2:32][O:31]1, predict the reactants needed to synthesize it. The reactants are: [CH3:1][C:2]1([CH3:14])[C:6]([CH3:8])([CH3:7])[O:5][B:4]([C:9]2[CH:10]=[N:11][NH:12][CH:13]=2)[O:3]1.[H-].[Na+].C1(C)C=CC(S(O[CH2:27][C@@H:28]2[CH2:32][O:31][C:30]([CH3:34])([CH3:33])[O:29]2)(=O)=O)=CC=1.